Task: Predict the reactants needed to synthesize the given product.. Dataset: Full USPTO retrosynthesis dataset with 1.9M reactions from patents (1976-2016) (1) Given the product [ClH:27].[NH2:1][C:2]1[C:6]2[C:7](=[O:26])[N:8]([C@H:21]([CH:23]([CH3:25])[CH3:24])[CH3:22])[CH:9]=[C:10]([C:11]3[CH:15]=[C:14]([C:16]([OH:19])([CH3:17])[CH3:18])[N:13]([CH3:20])[N:12]=3)[C:5]=2[NH:4][N:3]=1, predict the reactants needed to synthesize it. The reactants are: [NH2:1][C:2]1[C:6]2[C:7](=[O:26])[N:8]([C@H:21]([CH:23]([CH3:25])[CH3:24])[CH3:22])[CH:9]=[C:10]([C:11]3[CH:15]=[C:14]([C:16]([OH:19])([CH3:18])[CH3:17])[N:13]([CH3:20])[N:12]=3)[C:5]=2[NH:4][N:3]=1.[ClH:27]. (2) Given the product [CH:32]1([CH2:37][CH2:38][C:39]([N:16]([CH2:15][C:14]2[CH:30]=[CH:31][C:11]([C:1]#[C:2][CH2:3][CH2:4][CH2:5][CH2:6][CH2:7][CH2:8][CH2:9][CH3:10])=[CH:12][CH:13]=2)[C:17]2[CH:29]=[CH:28][C:20]3[O:21][C:22]([CH3:26])([CH3:27])[O:23][C:24](=[O:25])[C:19]=3[CH:18]=2)=[O:40])[CH2:36][CH2:35][CH2:34][CH2:33]1, predict the reactants needed to synthesize it. The reactants are: [C:1]([C:11]1[CH:31]=[CH:30][C:14]([CH2:15][NH:16][C:17]2[CH:29]=[CH:28][C:20]3[O:21][C:22]([CH3:27])([CH3:26])[O:23][C:24](=[O:25])[C:19]=3[CH:18]=2)=[CH:13][CH:12]=1)#[C:2][CH2:3][CH2:4][CH2:5][CH2:6][CH2:7][CH2:8][CH2:9][CH3:10].[CH:32]1([CH2:37][CH2:38][C:39](Cl)=[O:40])[CH2:36][CH2:35][CH2:34][CH2:33]1. (3) Given the product [CH:5]1[C:4]2[NH:3][C:15]3[C:10](=[CH:11][CH:12]=[CH:13][CH:14]=3)[C:9]=2[CH:8]=[CH:7][CH:6]=1, predict the reactants needed to synthesize it. The reactants are: C([N:3]1[C:15]2[CH:14]=[CH:13][CH:12]=[CH:11][C:10]=2[C:9]2[C:4]1=[CH:5][CH:6]=[CH:7][CH:8]=2)C. (4) Given the product [NH2:30][C:14]1[C:13]2[N:12]=[CH:11][N:10]([C@@H:8]3[CH2:9][C@@H:5]([OH:4])[CH:6]=[CH:7]3)[C:18]=2[C:17]([F:19])=[CH:16][N:15]=1.[NH2:10][C:35]1[C:34]2[N:30]([C@@H:28]3[CH2:29][C@@H:25]([OH:24])[CH:26]=[CH:27]3)[CH:31]=[N:32][C:33]=2[C:38]([F:39])=[CH:37][N:36]=1, predict the reactants needed to synthesize it. The reactants are: C([O:4][C@@H:5]1[CH2:9][C@@H:8]([N:10]2[C:18]3[C:17]([F:19])=[CH:16][N:15]=[C:14](F)[C:13]=3[N:12]=[CH:11]2)[CH:7]=[CH:6]1)(=O)C.C([O:24][C@@H:25]1[CH2:29][C@@H:28]([N:30]2[C:34]3[C:35](F)=[N:36][CH:37]=[C:38]([F:39])[C:33]=3[N:32]=[CH:31]2)[CH:27]=[CH:26]1)(=O)C. (5) The reactants are: S(Cl)(Cl)=O.[Br:5][C:6]1([N:12]2[C:16]3[CH:17]=[CH:18][C:19]([C:21]([OH:23])=[O:22])=[CH:20][C:15]=3[N:14]=[CH:13]2)[CH:11]=[CH:10][CH:9]=[CH:8][CH2:7]1.[CH3:24]O. Given the product [CH3:24][O:22][C:21]([C:19]1[CH:18]=[CH:17][C:16]2[N:12]([C:6]3([Br:5])[CH:7]=[CH:8][CH:9]=[CH:10][CH2:11]3)[CH:13]=[N:14][C:15]=2[CH:20]=1)=[O:23], predict the reactants needed to synthesize it.